Dataset: Reaction yield outcomes from USPTO patents with 853,638 reactions. Task: Predict the reaction yield, written as a fraction of the theoretical maximum amount of product (1.0 means a 100% yield; for example, 0.34 means a 34% yield). The reactants are [CH2:1]([O:3][CH2:4][CH2:5][O:6][C:7]1[C:12]([CH3:13])=[C:11]([CH3:14])[C:10]([C:15]2[CH:20]=[CH:19][CH:18]=[C:17]([CH:21]=O)[CH:16]=2)=[C:9]([CH3:23])[C:8]=1[CH3:24])[CH3:2].[NH2:25][C:26]1[CH:31]=[CH:30][C:29]([CH2:32][CH2:33][C:34]([O:36][CH2:37][CH3:38])=[O:35])=[C:28]([F:39])[CH:27]=1.C(O)(=O)C.C(O[BH-](OC(=O)C)OC(=O)C)(=O)C.[Na+]. The catalyst is ClCCCl.C(OCC)(=O)C. The product is [CH2:1]([O:3][CH2:4][CH2:5][O:6][C:7]1[C:8]([CH3:24])=[C:9]([CH3:23])[C:10]([C:15]2[CH:20]=[CH:19][CH:18]=[C:17]([CH2:21][NH:25][C:26]3[CH:31]=[CH:30][C:29]([CH2:32][CH2:33][C:34]([O:36][CH2:37][CH3:38])=[O:35])=[C:28]([F:39])[CH:27]=3)[CH:16]=2)=[C:11]([CH3:14])[C:12]=1[CH3:13])[CH3:2]. The yield is 0.840.